This data is from Catalyst prediction with 721,799 reactions and 888 catalyst types from USPTO. The task is: Predict which catalyst facilitates the given reaction. (1) Reactant: O[CH:2]1O[C:5](=[O:7])[C:4]2[CH:8]=[C:9]3[C:14](=[C:15]([O:16][CH3:17])[C:3]1=2)[CH:13]=[CH:12][CH:11]=[CH:10]3.[NH2:18][C:19]1[CH:24]=[CH:23][C:22]([CH2:25][C:26]([O:28][CH2:29][CH3:30])=[O:27])=[CH:21][CH:20]=1.C(O[BH-](OC(=O)C)OC(=O)C)(=O)C.[Na+].[OH-].[Na+]. Product: [CH2:29]([O:28][C:26](=[O:27])[CH2:25][C:22]1[CH:21]=[CH:20][C:19]([N:18]2[C:5](=[O:7])[C:4]3[CH:8]=[C:9]4[CH:10]=[CH:11][CH:12]=[CH:13][C:14]4=[C:15]([O:16][CH3:17])[C:3]=3[CH2:2]2)=[CH:24][CH:23]=1)[CH3:30]. The catalyst class is: 4. (2) Reactant: [CH:1]([N:4]1[C:12]2[CH:11]=[C:10]([NH:13][C:14]3[CH:19]=[CH:18][N:17]=[C:16]([N:20]4[CH:24]=[C:23]([S:25][CH3:26])[N:22]=[CH:21]4)[N:15]=3)[N:9]=[CH:8][C:7]=2[N:6]=[C:5]1[CH3:27])([CH3:3])[CH3:2].C(O)(C(F)(F)F)=[O:29].ClC1C=CC=C(C(OO)=O)C=1. Product: [CH:1]([N:4]1[C:12]2[CH:11]=[C:10]([NH:13][C:14]3[CH:19]=[CH:18][N:17]=[C:16]([N:20]4[CH:24]=[C:23]([S:25]([CH3:26])=[O:29])[N:22]=[CH:21]4)[N:15]=3)[N:9]=[CH:8][C:7]=2[N:6]=[C:5]1[CH3:27])([CH3:3])[CH3:2]. The catalyst class is: 4. (3) Reactant: C([N:8]1[C:17]2[C:12](=[CH:13][CH:14]=[CH:15][N:16]=2)[C:11]([S:18][C:19]2[CH:24]=[CH:23][C:22]([Br:25])=[CH:21][CH:20]=2)=[CH:10][C:9]1=[O:26])C1C=CC=CC=1.Br.[OH-].[Na+]. Product: [Br:25][C:22]1[CH:23]=[CH:24][C:19]([S:18][C:11]2[C:12]3[C:17](=[N:16][CH:15]=[CH:14][CH:13]=3)[NH:8][C:9](=[O:26])[CH:10]=2)=[CH:20][CH:21]=1. The catalyst class is: 6. (4) Reactant: [CH3:1][C:2]([C:4]1[CH:9]=[CH:8][C:7]([NH2:10])=[CH:6][CH:5]=1)=[O:3].[C:11](Cl)(=[O:18])[C:12]1C=CC=CC=1. Product: [CH3:1][C:2]([C:4]1[CH:9]=[CH:8][C:7]([NH:10][C:11]([CH3:12])=[O:18])=[CH:6][CH:5]=1)=[O:3]. The catalyst class is: 4. (5) Reactant: [CH2:1]([O:4][C:5]([N:7]1[C:13]2[CH:14]=[C:15]([O:20][CH2:21][CH2:22][CH2:23][C:24](O)=[O:25])[C:16]([O:18][CH3:19])=[CH:17][C:12]=2[C:11](=[O:27])[N:10]2[CH2:28][CH2:29][CH2:30][CH:9]2[CH:8]1[O:31][CH:32]1[CH2:37][CH2:36][CH2:35][CH2:34][O:33]1)=[O:6])[CH:2]=[CH2:3].CCN=C=NCCCN(C)C.Cl.[NH2:50][C:51]1[CH:52]=[C:53]([C:57]([O:59]C)=[O:58])[N:54]([CH3:56])[CH:55]=1. Product: [CH2:1]([O:4][C:5]([N:7]1[C:13]2[CH:14]=[C:15]([O:20][CH2:21][CH2:22][CH2:23][C:24]([NH:50][C:51]3[CH:52]=[C:53]([C:57]([OH:59])=[O:58])[N:54]([CH3:56])[CH:55]=3)=[O:25])[C:16]([O:18][CH3:19])=[CH:17][C:12]=2[C:11](=[O:27])[N:10]2[CH2:28][CH2:29][CH2:30][C@H:9]2[C@@H:8]1[O:31][CH:32]1[CH2:37][CH2:36][CH2:35][CH2:34][O:33]1)=[O:6])[CH:2]=[CH2:3]. The catalyst class is: 239. (6) Reactant: CN([CH2:4][CH:5]1[C:10](=[O:11])[CH:9]=[C:8]([C:12]2[CH:17]=[CH:16][N:15]=[CH:14][C:13]=2[N+:18]([O-:20])=[O:19])[CH2:7][CH:6]1[CH3:21])C.IC.C([O-])(O)=O.[Na+]. Product: [CH3:21][CH:6]1[C:5](=[CH2:4])[C:10](=[O:11])[CH:9]=[C:8]([C:12]2[CH:17]=[CH:16][N:15]=[CH:14][C:13]=2[N+:18]([O-:20])=[O:19])[CH2:7]1. The catalyst class is: 49. (7) Reactant: C(OCC)(=O)C.[N+:7]([C:10]1[CH:20]=[CH:19][CH:18]=[CH:17][C:11]=1[O:12][CH2:13][CH2:14][C:15]#[N:16])([O-])=O.[H][H]. Product: [NH2:7][C:10]1[CH:20]=[CH:19][CH:18]=[CH:17][C:11]=1[O:12][CH2:13][CH2:14][C:15]#[N:16]. The catalyst class is: 45. (8) Reactant: [CH3:1][N:2]([S:29]([C:32]1[S:33][CH:34]=[CH:35][CH:36]=1)(=[O:31])=[O:30])[C:3]1[CH:4]=[CH:5][CH:6]=[C:7]2[C:11]=1[NH:10][C:9]([C:12]1[S:13][CH:14]=[C:15]([CH2:17][CH:18](C(OCC)=O)[C:19]([O:21]CC)=[O:20])[N:16]=1)=[CH:8]2.[OH-].[Na+].O1CCCC1. Product: [CH3:1][N:2]([S:29]([C:32]1[S:33][CH:34]=[CH:35][CH:36]=1)(=[O:30])=[O:31])[C:3]1[CH:4]=[CH:5][CH:6]=[C:7]2[C:11]=1[NH:10][C:9]([C:12]1[S:13][CH:14]=[C:15]([CH2:17][CH2:18][C:19]([OH:21])=[O:20])[N:16]=1)=[CH:8]2. The catalyst class is: 5. (9) Reactant: [CH2:1]1[CH2:12][CH2:11][CH2:10][CH2:9][CH2:8][CH2:7][CH2:6][CH2:5][CH2:4][CH2:3][CH2:2]1.[OH:13]N1C(=O)C2=CC=CC=C2C1=O.N(OCCCC)=O.S(=O)(=O)(O)O.[OH-].[Na+].C1(=NO)CCCCCCCCCCC1.[N+](C1CCCCCCCCCCC1)([O-])=O. Product: [C:1]1(=[O:13])[CH2:12][CH2:11][CH2:10][CH2:9][CH2:8][CH2:7][CH2:6][CH2:5][CH2:4][CH2:3][CH2:2]1. The catalyst class is: 15. (10) Reactant: [C:1]([C:4]1[S:12][C:11]2[C:10]([N:13]3[CH2:18][CH2:17][CH:16]([CH2:19][CH2:20][CH2:21][NH:22]C(=O)OC(C)(C)C)[CH2:15][CH2:14]3)=[N:9][CH:8]=[N:7][C:6]=2[CH:5]=1)(=[O:3])[NH2:2].[C:30]([OH:36])([C:32]([F:35])([F:34])[F:33])=[O:31]. Product: [F:33][C:32]([F:35])([F:34])[C:30]([OH:36])=[O:31].[NH2:22][CH2:21][CH2:20][CH2:19][CH:16]1[CH2:17][CH2:18][N:13]([C:10]2[C:11]3[S:12][C:4]([C:1]([NH2:2])=[O:3])=[CH:5][C:6]=3[N:7]=[CH:8][N:9]=2)[CH2:14][CH2:15]1. The catalyst class is: 2.